This data is from Reaction yield outcomes from USPTO patents with 853,638 reactions. The task is: Predict the reaction yield, written as a fraction of the theoretical maximum amount of product (1.0 means a 100% yield; for example, 0.34 means a 34% yield). (1) The reactants are Cl.[N:2]1([CH2:7][CH2:8][CH2:9][O:10][C:11]2[CH:16]=[CH:15][C:14]([N:17]3[CH2:22][CH2:21][NH:20][CH2:19][CH2:18]3)=[CH:13][CH:12]=2)[CH2:6][CH2:5][CH2:4][CH2:3]1.[CH:23](=O)[C:24]1[CH:29]=[CH:28][CH:27]=[CH:26][CH:25]=1.C(O)(=O)C.C(O[BH-](OC(=O)C)OC(=O)C)(=O)C.[Na+].[Cl:49][CH:50]([Cl:52])C. The product is [NH3:2].[CH3:9][OH:10].[Cl:49][CH2:50][Cl:52].[CH2:23]([N:20]1[CH2:19][CH2:18][N:17]([C:14]2[CH:13]=[CH:12][C:11]([O:10][CH2:9][CH2:8][CH2:7][N:2]3[CH2:6][CH2:5][CH2:4][CH2:3]3)=[CH:16][CH:15]=2)[CH2:22][CH2:21]1)[C:24]1[CH:29]=[CH:28][CH:27]=[CH:26][CH:25]=1. The yield is 0.0500. No catalyst specified. (2) The reactants are [Br:1][C:2]1[CH:10]=[C:9]([S:11][CH3:12])[C:5]([C:6](O)=[O:7])=[C:4]([F:13])[CH:3]=1. The catalyst is C1COCC1. The product is [Br:1][C:2]1[CH:10]=[C:9]([S:11][CH3:12])[C:5]([CH2:6][OH:7])=[C:4]([F:13])[CH:3]=1. The yield is 0.900. (3) The reactants are [F:1][C:2]1[CH:7]=[C:6]([C:8]([F:11])([F:10])[F:9])[CH:5]=[CH:4][C:3]=1[CH2:12][C:13]#[N:14].[ClH:15]. The catalyst is CCO.[Pd]. The product is [ClH:15].[F:1][C:2]1[CH:7]=[C:6]([C:8]([F:10])([F:11])[F:9])[CH:5]=[CH:4][C:3]=1[CH2:12][CH2:13][NH2:14]. The yield is 0.780. (4) The reactants are FC(F)(F)C(O)=O.[C:8]1([C:14]2[CH:19]=[C:18]([CH:20]3[CH2:25][CH2:24][NH:23][CH2:22][CH2:21]3)[CH:17]=[CH:16][C:15]=2[NH:26][C:27]([C:29]2[N:30]([CH2:36][O:37][CH2:38][CH2:39][Si:40]([CH3:43])([CH3:42])[CH3:41])[CH:31]=[C:32]([C:34]#[N:35])[N:33]=2)=[O:28])[CH2:13][CH2:12][CH2:11][CH2:10][CH:9]=1.CCN(C(C)C)C(C)C.ClC(Cl)(O[C:57](=[O:63])OC(Cl)(Cl)Cl)Cl.[NH2:65][CH2:66][CH2:67][OH:68]. The catalyst is C(Cl)Cl.C1COCC1.CCOC(C)=O. The product is [OH:68][CH2:67][CH2:66][NH:65][C:57]([N:23]1[CH2:24][CH2:25][CH:20]([C:18]2[CH:17]=[CH:16][C:15]([NH:26][C:27]([C:29]3[N:30]([CH2:36][O:37][CH2:38][CH2:39][Si:40]([CH3:43])([CH3:42])[CH3:41])[CH:31]=[C:32]([C:34]#[N:35])[N:33]=3)=[O:28])=[C:14]([C:8]3[CH2:13][CH2:12][CH2:11][CH2:10][CH:9]=3)[CH:19]=2)[CH2:21][CH2:22]1)=[O:63]. The yield is 0.830. (5) The product is [C:20]1([O:23][C:24]([N:10]2[CH2:9][CH2:8][CH:7]([N:6]3[C:5]4[CH:13]=[CH:14][CH:15]=[CH:16][C:4]=4[NH:3][C:2]3=[O:1])[CH2:12][CH2:11]2)=[N:25][C:26]#[N:27])[CH:21]=[CH:22][CH:17]=[CH:18][CH:19]=1. The catalyst is C(#N)C. The reactants are [O:1]=[C:2]1[N:6]([CH:7]2[CH2:12][CH2:11][NH:10][CH2:9][CH2:8]2)[C:5]2[CH:13]=[CH:14][CH:15]=[CH:16][C:4]=2[NH:3]1.[CH:17]1[CH:22]=[CH:21][C:20]([O:23][C:24](OC2C=CC=CC=2)=[N:25][C:26]#[N:27])=[CH:19][CH:18]=1. The yield is 0.850.